This data is from Catalyst prediction with 721,799 reactions and 888 catalyst types from USPTO. The task is: Predict which catalyst facilitates the given reaction. Reactant: FC(F)(F)C1C=C(NNC(=O)C(C2C=CC3N(C=CN=3)C=2)N2CCN(C)CC2)C=C(C(F)(F)F)C=1.[F:36][C:37]([F:68])([F:67])[C:38]1[CH:39]=[C:40]([NH:48][NH:49][C:50](=[O:66])[CH:51]([C:59]2[CH:64]=[CH:63][CH:62]=[CH:61][C:60]=2[Cl:65])[N:52]2[CH2:57][CH2:56][N:55]([CH3:58])[CH2:54][CH2:53]2)[CH:41]=[C:42]([C:44]([F:47])([F:46])[F:45])[CH:43]=1.Cl.CCCCC. Product: [ClH:65].[F:68][C:37]([F:36])([F:67])[C:38]1[CH:39]=[C:40]([NH:48][NH:49][C:50](=[O:66])[CH:51]([C:59]2[CH:64]=[CH:63][CH:62]=[CH:61][C:60]=2[Cl:65])[N:52]2[CH2:53][CH2:54][N:55]([CH3:58])[CH2:56][CH2:57]2)[CH:41]=[C:42]([C:44]([F:45])([F:47])[F:46])[CH:43]=1. The catalyst class is: 28.